From a dataset of Experimentally validated miRNA-target interactions with 360,000+ pairs, plus equal number of negative samples. Binary Classification. Given a miRNA mature sequence and a target amino acid sequence, predict their likelihood of interaction. (1) The miRNA is hsa-miR-4722-5p with sequence GGCAGGAGGGCUGUGCCAGGUUG. The protein sequence of the target gene is MAYHGLTVPLIVMSVFWGFVGFLVPWFIPKGPNRGVIITMLVTCSVCCYLFWLIAILAQLNPLFGPQLKNETIWYLKYHWP. Result: 1 (interaction). (2) The miRNA is mmu-miR-17-5p with sequence CAAAGUGCUUACAGUGCAGGUAG. The protein sequence of the target gene is MECPHLSSSVCIAPDSAKFPNGSPSSWCCSVCRSNKSPWVCLTCSSVHCGRYVNGHAKKHYEDAQIPLLNHKRSEKQEKAQHTVCMDCSSYSTYCYRCDDFVVNDTKLGLVQKVREHLQNLENSAFTADRHRKRKLLENSSLNSKLLKVNGSTTAICATGLRNLGNTCFMNAILQSLSNIEQFCCYFKELPAVELRNGKTAGRRTYHTRSQGDSNVSLVEEFRKTLCALWQGSQTAFSPESLFYVVWKIMPNFRGYQQQDAHEFMRYLLDHLHLELQGGFNGVSRSAILQENSTLSASNK.... Result: 1 (interaction). (3) The miRNA is mmu-let-7i-5p with sequence UGAGGUAGUAGUUUGUGCUGUU. The protein sequence of the target gene is MPAIMTMLADHAARQLLDFSQKLDINLLDNVVNCLYHGEGAQQRMAQEVLTHLKEHPDAWTRVDTILEFSQNMNTKYYGLQILENVIKTRWKILPRNQCEGIKKYVVGLIIKTSSDPTCVEKEKVYIGKLNMILVQILKQEWPKHWPTFISDIVGASRTSESLCQNNMVILKLLSEEVFDFSSGQITQVKAKHLKDSMCNEFSQIFQLCQFVMENSQNAPLVHATLETLLRFLNWIPLGYIFETKLISTLIYKFLNVPMFRNVSLKCLTEIAGVSVSQYEEQFETLFTLTMMQLKQMLPL.... Result: 0 (no interaction).